This data is from Catalyst prediction with 721,799 reactions and 888 catalyst types from USPTO. The task is: Predict which catalyst facilitates the given reaction. (1) Reactant: [Br:1][C:2]1[C:3]([O:11][CH3:12])=[CH:4][C:5]([Cl:10])=[C:6]([CH:9]=1)[C:7]#N.[OH2:13].[OH-:14].[Na+]. Product: [Br:1][C:2]1[C:3]([O:11][CH3:12])=[CH:4][C:5]([Cl:10])=[C:6]([CH:9]=1)[C:7]([OH:14])=[O:13]. The catalyst class is: 8. (2) Reactant: [F:1][C:2]1[C:18]([F:19])=[CH:17][CH:16]=[CH:15][C:3]=1[CH2:4][O:5][C@@H:6]([C@@H:11]([CH3:14])[CH2:12][CH3:13])[C:7](OC)=[O:8]. Product: [F:1][C:2]1[C:18]([F:19])=[CH:17][CH:16]=[CH:15][C:3]=1[CH2:4][O:5][C@@H:6]([C@@H:11]([CH3:14])[CH2:12][CH3:13])[CH:7]=[O:8]. The catalyst class is: 2. (3) Product: [C:4]([O:3][C:1]([N:8]1[CH2:9][CH2:10][N:11]([C:24]2[CH:25]=[CH:26][C:21]([CH2:20][C:17]3[CH:18]=[CH:19][CH:14]=[CH:15][CH:16]=3)=[CH:22][CH:23]=2)[CH2:12][CH2:13]1)=[O:2])([CH3:7])([CH3:6])[CH3:5]. The catalyst class is: 101. Reactant: [C:1]([N:8]1[CH2:13][CH2:12][NH:11][CH2:10][CH2:9]1)([O:3][C:4]([CH3:7])([CH3:6])[CH3:5])=[O:2].[CH:14]1[CH:19]=[CH:18][C:17]([CH2:20][C:21]2[CH:26]=[CH:25][C:24](I)=[CH:23][CH:22]=2)=[CH:16][CH:15]=1.P(C(C)(C)C)(C(C)(C)C)C(C)(C)C.O(C(C)(C)C)[Na]. (4) Reactant: C(OC([NH:8][CH2:9][CH:10]1[CH2:15][N:14]2[CH:16]=[C:17]([C:19]([OH:21])=O)[N:18]=[C:13]2[CH2:12][CH2:11]1)=O)(C)(C)C.CCN(C(C)C)C(C)C.CN(C(ON1N=NC2C=CC=NC1=2)=[N+](C)C)C.F[P-](F)(F)(F)(F)F.[NH2:55][CH:56]1[CH2:61][CH2:60][CH:59]([N:62]2[C:67](=[O:68])[C:66]3[CH:69]=[C:70]([F:73])[CH:71]=[N:72][C:65]=3[N:64]([CH:74]3[CH2:79][CH2:78][S:77][CH2:76][CH2:75]3)[C:63]2=[O:80])[CH2:58][CH2:57]1. Product: [NH2:8][CH2:9][CH:10]1[CH2:15][N:14]2[CH:16]=[C:17]([C:19]([NH:55][C@H:56]3[CH2:61][CH2:60][C@@H:59]([N:62]4[C:67](=[O:68])[C:66]5[CH:69]=[C:70]([F:73])[CH:71]=[N:72][C:65]=5[N:64]([CH:74]5[CH2:75][CH2:76][S:77][CH2:78][CH2:79]5)[C:63]4=[O:80])[CH2:58][CH2:57]3)=[O:21])[N:18]=[C:13]2[CH2:12][CH2:11]1. The catalyst class is: 18. (5) The catalyst class is: 64. Reactant: [CH3:1][O:2][C:3]1[CH:11]=[C:10]2[C:6]([C:7]([C:12]#[N:13])=[CH:8][NH:9]2)=[CH:5][CH:4]=1.[CH3:14][C:15]([O:18][C:19](O[C:19]([O:18][C:15]([CH3:17])([CH3:16])[CH3:14])=[O:20])=[O:20])([CH3:17])[CH3:16].O. Product: [C:15]([O:18][C:19]([N:9]1[C:10]2[C:6](=[CH:5][CH:4]=[C:3]([O:2][CH3:1])[CH:11]=2)[C:7]([C:12]#[N:13])=[CH:8]1)=[O:20])([CH3:17])([CH3:16])[CH3:14]. (6) Reactant: C[Si]([N-][Si](C)(C)C)(C)C.[Li+].F[C:12]1[CH:17]=[C:16]([O:18][CH3:19])[CH:15]=[CH:14][C:13]=1[C:20]1[NH:29][C:28](=[O:30])[C:27]2[C:22](=[CH:23][C:24]([O:33][CH3:34])=[CH:25][C:26]=2[O:31][CH3:32])[N:21]=1.[CH3:35][N:36]1[CH2:41][CH2:40][CH:39]([CH2:42][NH2:43])[CH2:38][CH2:37]1. Product: [CH3:32][O:31][C:26]1[CH:25]=[C:24]([O:33][CH3:34])[CH:23]=[C:22]2[C:27]=1[C:28](=[O:30])[NH:29][C:20]([C:13]1[CH:14]=[CH:15][C:16]([O:18][CH3:19])=[CH:17][C:12]=1[NH:43][CH2:42][CH:39]1[CH2:40][CH2:41][N:36]([CH3:35])[CH2:37][CH2:38]1)=[N:21]2. The catalyst class is: 598. (7) Reactant: [Br:1][C:2]1[C:3]([F:21])=[CH:4][C:5]([F:20])=[C:6]([C@@:8]([NH:13][S@@](C(C)(C)C)=O)([CH2:10][CH2:11][OH:12])[CH3:9])[CH:7]=1.Cl.O1CCOCC1. Product: [NH2:13][C@@:8]([C:6]1[CH:7]=[C:2]([Br:1])[C:3]([F:21])=[CH:4][C:5]=1[F:20])([CH3:9])[CH2:10][CH2:11][OH:12]. The catalyst class is: 5.